Dataset: Reaction yield outcomes from USPTO patents with 853,638 reactions. Task: Predict the reaction yield, written as a fraction of the theoretical maximum amount of product (1.0 means a 100% yield; for example, 0.34 means a 34% yield). (1) The reactants are [H-].[Li+].[Cl:3][C:4]1[CH:5]=[C:6]([C:11](=[O:16])[C:12]([F:15])([F:14])[F:13])[CH:7]=[C:8]([Cl:10])[CH:9]=1.[Br:17][C:18]1[CH:19]=[C:20]([C:24](=[O:26])[CH3:25])[S:21][C:22]=1[CH3:23].C(OC)(C)(C)C. The catalyst is C1COCC1. The product is [Br:17][C:18]1[CH:19]=[C:20]([C:24](=[O:26])[CH2:25][C:11]([C:6]2[CH:5]=[C:4]([Cl:3])[CH:9]=[C:8]([Cl:10])[CH:7]=2)([OH:16])[C:12]([F:13])([F:14])[F:15])[S:21][C:22]=1[CH3:23]. The yield is 0.770. (2) The reactants are Br[Mg][CH:3]1[CH2:5][CH2:4]1.[O:6]=[C:7]1[CH2:14][CH2:13][CH2:12][CH2:11][N:10]([C:15]([O:17][CH2:18][C:19]2[CH:24]=[CH:23][CH:22]=[CH:21][CH:20]=2)=[O:16])[CH2:9][CH2:8]1.[NH4+].[Cl-]. The catalyst is C1COCC1. The product is [CH:3]1([C:7]2([OH:6])[CH2:14][CH2:13][CH2:12][CH2:11][N:10]([C:15]([O:17][CH2:18][C:19]3[CH:24]=[CH:23][CH:22]=[CH:21][CH:20]=3)=[O:16])[CH2:9][CH2:8]2)[CH2:5][CH2:4]1. The yield is 0.700. (3) The catalyst is O1CCOCC1.CC([O-])=O.CC([O-])=O.[Pd+2]. The product is [F:27][C:21]1[CH:22]=[C:23]([F:26])[CH:24]=[CH:25][C:20]=1[N:16]1[C:15]([C:9]2[S:8][C:7]3[C:6]4[N:28]=[C:2]([NH:35][CH:32]5[CH2:33][CH2:34][O:29][CH2:30][CH2:31]5)[CH:3]=[CH:4][C:5]=4[O:14][CH2:13][CH2:12][C:11]=3[CH:10]=2)=[N:19][CH:18]=[N:17]1. The yield is 0.290. The reactants are Cl[C:2]1[CH:3]=[CH:4][C:5]2[O:14][CH2:13][CH2:12][C:11]3[CH:10]=[C:9]([C:15]4[N:16]([C:20]5[CH:25]=[CH:24][C:23]([F:26])=[CH:22][C:21]=5[F:27])[N:17]=[CH:18][N:19]=4)[S:8][C:7]=3[C:6]=2[N:28]=1.[O:29]1[CH2:34][CH2:33][CH:32]([NH2:35])[CH2:31][CH2:30]1.CC(C1C=C(C(C)C)C(C2C=CC=CC=2P(C2CCCCC2)C2CCCCC2)=C(C(C)C)C=1)C.CC(C)([O-])C. (4) The reactants are [OH-].[Na+].[CH3:3][O:4][CH:5]([O:8][CH3:9])[CH2:6][NH2:7].[C:10](Cl)(=[O:13])[CH:11]=[CH2:12].[Cl-].[Na+]. The catalyst is O.OC1CC(C)(C)[NH+]([O-])C(C)(C)C1. The product is [CH3:3][O:4][CH:5]([O:8][CH3:9])[CH2:6][NH:7][C:10](=[O:13])[CH:11]=[CH2:12]. The yield is 0.810. (5) The reactants are [CH2:1]([C:3]1([CH2:14][CH3:15])[C:11]2[C:6](=[C:7]([O:12][CH3:13])[CH:8]=[CH:9][CH:10]=2)[NH:5][CH2:4]1)[CH3:2].Br[C:17]1[CH:22]=[CH:21][CH:20]=[CH:19][C:18]=1[N+:23]([O-:25])=[O:24].C1C=CC(P(C2C(C3C(P(C4C=CC=CC=4)C4C=CC=CC=4)=CC=C4C=3C=CC=C4)=C3C(C=CC=C3)=CC=2)C2C=CC=CC=2)=CC=1.C(=O)([O-])[O-].[Cs+].[Cs+]. The catalyst is C1C=CC(/C=C/C(/C=C/C2C=CC=CC=2)=O)=CC=1.C1C=CC(/C=C/C(/C=C/C2C=CC=CC=2)=O)=CC=1.C1C=CC(/C=C/C(/C=C/C2C=CC=CC=2)=O)=CC=1.[Pd].[Pd].C1(C)C=CC=CC=1. The product is [CH2:14]([C:3]1([CH2:1][CH3:2])[C:11]2[C:6](=[C:7]([O:12][CH3:13])[CH:8]=[CH:9][CH:10]=2)[N:5]([C:17]2[CH:22]=[CH:21][CH:20]=[CH:19][C:18]=2[N+:23]([O-:25])=[O:24])[CH2:4]1)[CH3:15]. The yield is 0.590. (6) The reactants are [CH2:1]([O:3][C:4]([C:6]1[C:11]([NH2:12])=[CH:10][CH:9]=[CH:8][N:7]=1)=[O:5])[CH3:2].[Br:13]N1C(=O)CCC1=O. The catalyst is C(#N)C. The product is [CH2:1]([O:3][C:4]([C:6]1[C:11]([NH2:12])=[CH:10][CH:9]=[C:8]([Br:13])[N:7]=1)=[O:5])[CH3:2]. The yield is 0.370. (7) The reactants are [CH2:1](Br)[C:2]1[CH:7]=[CH:6][CH:5]=[CH:4][CH:3]=1.[N+:9]([C:12]1[CH:17]=[CH:16][C:15]([N:18]2[CH2:23][CH2:22][NH:21][CH2:20][CH2:19]2)=[CH:14][CH:13]=1)([O-:11])=[O:10].C(N(CC)CC)C. The catalyst is C(#N)C. The product is [CH2:1]([N:21]1[CH2:22][CH2:23][N:18]([C:15]2[CH:14]=[CH:13][C:12]([N+:9]([O-:11])=[O:10])=[CH:17][CH:16]=2)[CH2:19][CH2:20]1)[C:2]1[CH:7]=[CH:6][CH:5]=[CH:4][CH:3]=1. The yield is 0.770. (8) The reactants are [NH2:1][C:2]1[CH:16]=[CH:15][C:5]([CH2:6][P:7](=[O:14])([O:11][CH2:12][CH3:13])[O:8][CH2:9][CH3:10])=[CH:4][CH:3]=1.[CH3:17][C:18]1[C:22]([CH2:23][CH2:24][C:25](O)=[O:26])=[C:21]([C:28]2[CH:33]=[CH:32][CH:31]=[CH:30][CH:29]=2)[O:20][N:19]=1.O.ON1C2C=CC=CC=2N=N1.Cl.C(N=C=NCCCN(C)C)C. The catalyst is O.CN(C)C=O. The product is [CH2:12]([O:11][P:7]([CH2:6][C:5]1[CH:4]=[CH:3][C:2]([NH:1][C:25](=[O:26])[CH2:24][CH2:23][C:22]2[C:18]([CH3:17])=[N:19][O:20][C:21]=2[C:28]2[CH:29]=[CH:30][CH:31]=[CH:32][CH:33]=2)=[CH:16][CH:15]=1)([O:8][CH2:9][CH3:10])=[O:14])[CH3:13]. The yield is 0.880. (9) The catalyst is CCCCO. The yield is 0.500. The reactants are Cl[C:2]1[N:9]=[C:8]([NH:10][C:11]2[CH:15]=[C:14]([CH:16]3[CH2:18][CH2:17]3)[NH:13][N:12]=2)[C:7]([F:19])=[CH:6][C:3]=1[C:4]#[N:5].[F:20][C:21]1[CH:26]=[CH:25][C:24]([C@@H:27]([NH2:29])[CH3:28])=[CH:23][CH:22]=1.CCN(C(C)C)C(C)C. The product is [CH:16]1([C:14]2[NH:13][N:12]=[C:11]([NH:10][C:8]3[C:7]([F:19])=[CH:6][C:3]([C:4]#[N:5])=[C:2]([NH:29][C@H:27]([C:24]4[CH:25]=[CH:26][C:21]([F:20])=[CH:22][CH:23]=4)[CH3:28])[N:9]=3)[CH:15]=2)[CH2:18][CH2:17]1. (10) The reactants are N(C(C)(C)C#N)=NC(C)(C)C#N.[CH2:13]([CH:15]([C:18]1[C:23]2[N:24]([CH3:28])[C:25](=[O:27])[NH:26][C:22]=2[CH:21]=[CH:20][CH:19]=1)[CH2:16][CH3:17])[CH3:14].[Br:29]N1C(=O)CCC1=O. The catalyst is ClC1C=CC=CC=1.C(=O)([O-])O.[Na+]. The product is [Br:29][C:21]1[C:22]2[NH:26][C:25](=[O:27])[N:24]([CH3:28])[C:23]=2[C:18]([CH:15]([CH2:16][CH3:17])[CH2:13][CH3:14])=[CH:19][CH:20]=1. The yield is 0.560.